Dataset: Catalyst prediction with 721,799 reactions and 888 catalyst types from USPTO. Task: Predict which catalyst facilitates the given reaction. (1) Reactant: [CH3:1][C:2]([NH2:12])([CH2:4][CH2:5][N:6]1[CH2:11][CH2:10][CH2:9][CH2:8][CH2:7]1)[CH3:3].[C:13](ON1C(=O)CCC1=O)([O:15][CH2:16][C:17]1[CH:22]=[CH:21][CH:20]=[CH:19][CH:18]=1)=[O:14]. Product: [CH3:3][C:2]([NH:12][C:13](=[O:14])[O:15][CH2:16][C:17]1[CH:22]=[CH:21][CH:20]=[CH:19][CH:18]=1)([CH2:4][CH2:5][N:6]1[CH2:7][CH2:8][CH2:9][CH2:10][CH2:11]1)[CH3:1]. The catalyst class is: 1. (2) Reactant: [Br:1][C:2]1[CH:7]=[CH:6][C:5]([CH:8](O)[CH3:9])=[C:4]([O:11][CH2:12][CH2:13][CH2:14][O:15][CH3:16])[CH:3]=1.S([O-])(O)(=O)=O.[K+]. Product: [Br:1][C:2]1[CH:7]=[CH:6][C:5]([CH:8]=[CH2:9])=[C:4]([O:11][CH2:12][CH2:13][CH2:14][O:15][CH3:16])[CH:3]=1. The catalyst class is: 16. (3) Reactant: [OH:1][C@@H:2]([C:4]1[N:15]([C@H:16]2[CH2:21][CH2:20][C@H:19]([CH2:22][C:23]([O:25]CC)=[O:24])[CH2:18][CH2:17]2)[C:7]2=[C:8]3[S:14][CH:13]=[CH:12][C:9]3=[N:10][CH:11]=[C:6]2[N:5]=1)[CH3:3].O.[OH-].[Li+].CO.Cl. Product: [OH:1][C@@H:2]([C:4]1[N:15]([C@H:16]2[CH2:21][CH2:20][C@H:19]([CH2:22][C:23]([OH:25])=[O:24])[CH2:18][CH2:17]2)[C:7]2=[C:8]3[S:14][CH:13]=[CH:12][C:9]3=[N:10][CH:11]=[C:6]2[N:5]=1)[CH3:3]. The catalyst class is: 132.